This data is from Reaction yield outcomes from USPTO patents with 853,638 reactions. The task is: Predict the reaction yield, written as a fraction of the theoretical maximum amount of product (1.0 means a 100% yield; for example, 0.34 means a 34% yield). The reactants are [CH2:1]([O:8][C:9]1[CH:14]=[CH:13][C:12]([CH:15]2[C:23]3[C:18](=[CH:19][CH:20]=[CH:21][CH:22]=3)[N:17]([CH:24]([C:31]3[CH:36]=[CH:35][CH:34]=[CH:33][CH:32]=3)[C:25]3[CH:30]=[CH:29][CH:28]=[CH:27][CH:26]=3)[C:16]2=[O:37])=[C:11]([OH:38])[CH:10]=1)[C:2]1[CH:7]=[CH:6][CH:5]=[CH:4][CH:3]=1.Cl[CH2:40]I.C(=O)([O-])[O-].[Cs+].[Cs+]. The catalyst is O1CCCC1. The product is [CH2:1]([O:8][C:9]1[CH:14]=[CH:13][C:12]2[C:15]3([CH2:40][O:38][C:11]=2[CH:10]=1)[C:23]1[C:18](=[CH:19][CH:20]=[CH:21][CH:22]=1)[N:17]([CH:24]([C:25]1[CH:26]=[CH:27][CH:28]=[CH:29][CH:30]=1)[C:31]1[CH:32]=[CH:33][CH:34]=[CH:35][CH:36]=1)[C:16]3=[O:37])[C:2]1[CH:3]=[CH:4][CH:5]=[CH:6][CH:7]=1. The yield is 0.550.